Dataset: Forward reaction prediction with 1.9M reactions from USPTO patents (1976-2016). Task: Predict the product of the given reaction. (1) Given the reactants [CH2:1]([O:8][C:9]1[CH:14]=[CH:13][C:12]([C:15]#[N:16])=[CH:11][C:10]=1[CH2:17][C:18]([OH:20])=[O:19])[C:2]1[CH:7]=[CH:6][CH:5]=[CH:4][CH:3]=1.S(Cl)(Cl)=O.[CH3:25]O, predict the reaction product. The product is: [CH3:25][O:19][C:18](=[O:20])[CH2:17][C:10]1[CH:11]=[C:12]([C:15]#[N:16])[CH:13]=[CH:14][C:9]=1[O:8][CH2:1][C:2]1[CH:3]=[CH:4][CH:5]=[CH:6][CH:7]=1. (2) Given the reactants Cl[C:2]1[C:11]2[C:6](=[CH:7][CH:8]=[CH:9][CH:10]=2)[CH:5]=[C:4]([NH:12][C:13]2[CH:17]=[C:16]([CH3:18])[NH:15][N:14]=2)[N:3]=1.[C:19]([C:22]1[CH:27]=[CH:26][C:25](B(O)O)=[CH:24][CH:23]=1)(=[O:21])[CH3:20], predict the reaction product. The product is: [CH3:18][C:16]1[NH:15][N:14]=[C:13]([NH:12][C:4]2[N:3]=[C:2]([C:25]3[CH:26]=[CH:27][C:22]([C:19](=[O:21])[CH3:20])=[CH:23][CH:24]=3)[C:11]3[C:6]([CH:5]=2)=[CH:7][CH:8]=[CH:9][CH:10]=3)[CH:17]=1. (3) Given the reactants [CH2:1]([NH:8][CH:9]1[CH2:14][CH2:13][N:12]([CH2:15][C:16]2[CH:21]=[CH:20][N:19]=[C:18]([C:22]3[CH:27]=[C:26]([O:28][CH3:29])[C:25]([O:30][CH3:31])=[C:24]([O:32][CH3:33])[CH:23]=3)[CH:17]=2)[CH2:11][CH2:10]1)[C:2]1[CH:7]=[CH:6][CH:5]=[CH:4][CH:3]=1.[Cl:34][CH2:35][C:36]1[CH:41]=[CH:40][N:39]=[C:38]([C:42]2[CH:47]=[C:46]([O:48][CH3:49])[C:45]([O:50][CH3:51])=[C:44]([O:52][CH3:53])[CH:43]=2)[CH:37]=1, predict the reaction product. The product is: [ClH:34].[ClH:34].[ClH:34].[ClH:34].[CH2:1]([N:8]([CH:9]1[CH2:10][CH2:11][N:12]([CH2:15][C:16]2[CH:21]=[CH:20][N:19]=[C:18]([C:22]3[CH:27]=[C:26]([O:28][CH3:29])[C:25]([O:30][CH3:31])=[C:24]([O:32][CH3:33])[CH:23]=3)[CH:17]=2)[CH2:13][CH2:14]1)[CH2:35][C:36]1[CH:41]=[CH:40][N:39]=[C:38]([C:42]2[CH:47]=[C:46]([O:48][CH3:49])[C:45]([O:50][CH3:51])=[C:44]([O:52][CH3:53])[CH:43]=2)[CH:37]=1)[C:2]1[CH:7]=[CH:6][CH:5]=[CH:4][CH:3]=1. (4) Given the reactants [CH3:1][O:2][C:3]1[N:4]=[C:5]2[C:10](=[CH:11][CH:12]=1)[N:9]=[CH:8][CH:7]=[C:6]2[N:13]1[CH2:18][CH2:17][N:16]([CH2:19][CH2:20][OH:21])[CH2:15][CH2:14]1.Br[CH2:23][C:24]1[N:29]=[CH:28][C:27]2[O:30][CH2:31][CH2:32][O:33][C:26]=2[CH:25]=1, predict the reaction product. The product is: [CH3:1][O:2][C:3]1[N:4]=[C:5]2[C:10](=[CH:11][CH:12]=1)[N:9]=[CH:8][CH:7]=[C:6]2[N:13]1[CH2:14][CH2:15][N:16]([CH2:19][CH2:20][O:21][CH2:23][C:24]2[N:29]=[CH:28][C:27]3[O:30][CH2:31][CH2:32][O:33][C:26]=3[CH:25]=2)[CH2:17][CH2:18]1. (5) Given the reactants [CH3:1][Si:2]([CH3:51])([CH3:50])[CH2:3][CH2:4][O:5][CH2:6][N:7]([CH2:42][O:43][CH2:44][CH2:45][Si:46]([CH3:49])([CH3:48])[CH3:47])[C:8]1[N:13]2[N:14]=[CH:15][C:16]([C:17]3[CH:18]=[N:19][C:20]([C:23]4[CH:28]=[CH:27][CH:26]=[CH:25][CH:24]=4)=[CH:21][CH:22]=3)=[C:12]2[N:11]=[C:10]([CH2:29][CH:30]2[CH2:35][CH2:34][CH:33]([C:36]([O:38][CH2:39][CH3:40])=[O:37])[CH2:32][CH2:31]2)[C:9]=1Br.C([Sn](CCCC)(CCCC)[C:57]([O:59][CH2:60][CH3:61])=[CH2:58])CCC, predict the reaction product. The product is: [CH3:1][Si:2]([CH3:51])([CH3:50])[CH2:3][CH2:4][O:5][CH2:6][N:7]([CH2:42][O:43][CH2:44][CH2:45][Si:46]([CH3:49])([CH3:48])[CH3:47])[C:8]1[N:13]2[N:14]=[CH:15][C:16]([C:17]3[CH:18]=[N:19][C:20]([C:23]4[CH:28]=[CH:27][CH:26]=[CH:25][CH:24]=4)=[CH:21][CH:22]=3)=[C:12]2[N:11]=[C:10]([CH2:29][CH:30]2[CH2:35][CH2:34][CH:33]([C:36]([O:38][CH2:39][CH3:40])=[O:37])[CH2:32][CH2:31]2)[C:9]=1[C:57]([O:59][CH2:60][CH3:61])=[CH2:58].